This data is from Catalyst prediction with 721,799 reactions and 888 catalyst types from USPTO. The task is: Predict which catalyst facilitates the given reaction. (1) Reactant: [Cl:1][C:2]1[CH:3]=[C:4]2[C:10]([C:11]3[N:16]=[C:15]([NH:17][C@H:18]4[CH2:29][CH2:28][CH2:27][C@:20]5([O:24][C:23](=[O:25])[N:22]([CH3:26])[CH2:21]5)[CH2:19]4)[C:14]([F:30])=[CH:13][N:12]=3)=[CH:9][N:8](S(C3C=CC(C)=CC=3)(=O)=O)[C:5]2=[N:6][CH:7]=1.C[O-].[Na+]. Product: [Cl:1][C:2]1[CH:3]=[C:4]2[C:10]([C:11]3[N:16]=[C:15]([NH:17][C@H:18]4[CH2:29][CH2:28][CH2:27][C@:20]5([O:24][C:23](=[O:25])[N:22]([CH3:26])[CH2:21]5)[CH2:19]4)[C:14]([F:30])=[CH:13][N:12]=3)=[CH:9][NH:8][C:5]2=[N:6][CH:7]=1. The catalyst class is: 5. (2) Product: [OH:4][C:5]1[C:6]([C:16](=[O:18])[CH3:17])=[CH:7][C:8]([CH2:11][C:12]([CH3:13])([CH3:14])[CH3:15])=[N:9][CH:10]=1. The catalyst class is: 33. Reactant: COC[O:4][C:5]1[C:6]([C:16](=[O:18])[CH3:17])=[CH:7][C:8]([CH2:11][C:12]([CH3:15])([CH3:14])[CH3:13])=[N:9][CH:10]=1.CC(O)C.C1COCC1.